Dataset: Forward reaction prediction with 1.9M reactions from USPTO patents (1976-2016). Task: Predict the product of the given reaction. (1) Given the reactants Cl[CH2:2][C:3]1[S:4][C:5]([CH:8]2[CH2:10][CH2:9]2)=[N:6][N:7]=1.[CH:11]([N:14]1[CH2:19][CH2:18][CH:17]([NH:20][S:21]([CH2:24][CH2:25][NH:26][C:27]([C:29]2[S:30][C:31]([Cl:34])=[CH:32][CH:33]=2)=[O:28])(=[O:23])=[O:22])[CH2:16][CH2:15]1)([CH3:13])[CH3:12], predict the reaction product. The product is: [CH:8]1([C:5]2[S:4][C:3]([CH2:2][N:20]([CH:17]3[CH2:18][CH2:19][N:14]([CH:11]([CH3:13])[CH3:12])[CH2:15][CH2:16]3)[S:21]([CH2:24][CH2:25][NH:26][C:27]([C:29]3[S:30][C:31]([Cl:34])=[CH:32][CH:33]=3)=[O:28])(=[O:22])=[O:23])=[N:7][N:6]=2)[CH2:10][CH2:9]1. (2) Given the reactants [CH2:1]([O:3][C:4]([N:6]1[C:15]2[C:10](=[N:11][C:12]([O:16][CH3:17])=[CH:13][CH:14]=2)[C@@H:9]([NH:18][C:19]2[N:24]=[C:23]([CH2:25][C:26]3[CH:31]=[C:30]([C:32]([F:35])([F:34])[F:33])[CH:29]=[C:28]([C:36]([F:39])([F:38])[F:37])[CH:27]=3)[C:22]([N:40]3[CH2:45][CH2:44][CH:43]([C:46](OCC)=[O:47])[CH2:42][CH2:41]3)=[CH:21][N:20]=2)[CH2:8][C@H:7]1[CH2:51][CH3:52])=[O:5])[CH3:2].[H-].C([Al+]CC(C)C)C(C)C.[Cl-].[NH4+], predict the reaction product. The product is: [CH2:1]([O:3][C:4]([N:6]1[C:15]2[C:10](=[N:11][C:12]([O:16][CH3:17])=[CH:13][CH:14]=2)[C@@H:9]([NH:18][C:19]2[N:24]=[C:23]([CH2:25][C:26]3[CH:27]=[C:28]([C:36]([F:37])([F:38])[F:39])[CH:29]=[C:30]([C:32]([F:35])([F:33])[F:34])[CH:31]=3)[C:22]([N:40]3[CH2:45][CH2:44][CH:43]([CH2:46][OH:47])[CH2:42][CH2:41]3)=[CH:21][N:20]=2)[CH2:8][C@H:7]1[CH2:51][CH3:52])=[O:5])[CH3:2].